This data is from Reaction yield outcomes from USPTO patents with 853,638 reactions. The task is: Predict the reaction yield, written as a fraction of the theoretical maximum amount of product (1.0 means a 100% yield; for example, 0.34 means a 34% yield). (1) The reactants are [Cl:1][C:2]1[CH:3]=[C:4]([F:9])[C:5](O)=[N:6][CH:7]=1.P(Br)(Br)([Br:12])=O. The catalyst is CN(C=O)C. The product is [Br:12][C:5]1[C:4]([F:9])=[CH:3][C:2]([Cl:1])=[CH:7][N:6]=1. The yield is 0.740. (2) The reactants are Cl[C:2]1[C:3]([C:25]2[CH:26]=[N:27][N:28]3[CH:33]=[CH:32][CH:31]=[CH:30][C:29]=23)=[N:4][C:5]([NH:8][C:9]2[CH:10]=[C:11]([NH2:24])[C:12]([N:17]3[CH2:22][CH2:21][N:20]([CH3:23])[CH2:19][CH2:18]3)=[CH:13][C:14]=2[O:15][CH3:16])=[N:6][CH:7]=1.C1(P(C2CCCCC2)C2C=CC=CC=2C2C(C(C)C)=CC(C(C)C)=CC=2C(C)C)CCCCC1.[C:68]([Zn]C#N)#[N:69].CC(N(C)C)=O. The catalyst is CCOC(C)=O.[Zn].C1C=CC(/C=C/C(/C=C/C2C=CC=CC=2)=O)=CC=1.C1C=CC(/C=C/C(/C=C/C2C=CC=CC=2)=O)=CC=1.C1C=CC(/C=C/C(/C=C/C2C=CC=CC=2)=O)=CC=1.[Pd].[Pd]. The product is [NH2:24][C:11]1[C:12]([N:17]2[CH2:22][CH2:21][N:20]([CH3:23])[CH2:19][CH2:18]2)=[CH:13][C:14]([O:15][CH3:16])=[C:9]([NH:8][C:5]2[N:4]=[C:3]([C:25]3[CH:26]=[N:27][N:28]4[CH:33]=[CH:32][CH:31]=[CH:30][C:29]=34)[C:2]([C:68]#[N:69])=[CH:7][N:6]=2)[CH:10]=1. The yield is 0.570. (3) The reactants are O=[C:2]1[CH2:7][CH2:6][CH2:5][CH2:4][CH:3]1[C:8]([O:10]CC)=O.C(=O)(O)O.[NH2:17][C:18]([NH2:20])=[NH:19]. The catalyst is C(O)C. The product is [NH2:20][C:18]1[N:19]=[C:8]([OH:10])[C:3]2[CH2:4][CH2:5][CH2:6][CH2:7][C:2]=2[N:17]=1. The yield is 0.890. (4) The reactants are FC(F)(F)C(O)=O.[Cl:8][C:9]1[C:10]([F:40])=[C:11]([CH:15]2[C:19]([C:22]3[CH:27]=[CH:26][C:25]([Cl:28])=[CH:24][C:23]=3[F:29])([C:20]#[N:21])[CH:18]([CH2:30][C:31]([CH3:36])([CH3:35])[CH2:32][O:33][CH3:34])[NH:17][CH:16]2[C:37](O)=[O:38])[CH:12]=[CH:13][CH:14]=1.CC1(C)[O:46][C@@H:45]([CH2:47][CH2:48][NH2:49])[CH2:44][O:43]1.CN(C(ON1N=NC2C=CC=NC1=2)=[N+](C)C)C.F[P-](F)(F)(F)(F)F.CCN(C(C)C)C(C)C.Cl. The catalyst is C(Cl)Cl.O1CCCC1. The product is [OH:46][C@H:45]([CH2:44][OH:43])[CH2:47][CH2:48][NH:49][C:37]([CH:16]1[CH:15]([C:11]2[CH:12]=[CH:13][CH:14]=[C:9]([Cl:8])[C:10]=2[F:40])[C:19]([C:22]2[CH:27]=[CH:26][C:25]([Cl:28])=[CH:24][C:23]=2[F:29])([C:20]#[N:21])[CH:18]([CH2:30][C:31]([CH3:36])([CH3:35])[CH2:32][O:33][CH3:34])[NH:17]1)=[O:38]. The yield is 0.650.